Task: Predict the product of the given reaction.. Dataset: Forward reaction prediction with 1.9M reactions from USPTO patents (1976-2016) (1) Given the reactants [OH:1][C:2]1[CH:7]=[CH:6][C:5]([C:8]2[CH:13]=[CH:12][C:11]([C:14]#N)=[C:10]([CH3:16])[CH:9]=2)=[CH:4][CH:3]=1.[H-].C([Al+]CC(C)C)C(C)C.C[OH:28].Cl, predict the reaction product. The product is: [OH:1][C:2]1[CH:7]=[CH:6][C:5]([C:8]2[CH:13]=[CH:12][C:11]([CH:14]=[O:28])=[C:10]([CH3:16])[CH:9]=2)=[CH:4][CH:3]=1. (2) Given the reactants [CH2:1]([NH:3][C:4]1[CH:5]=[C:6]([C:11]2[CH:16]=[CH:15][C:14]([F:17])=[CH:13][CH:12]=2)[CH:7]=[CH:8][C:9]=1[CH3:10])[CH3:2].[Cl:18][C:19]1[CH:24]=[CH:23][C:22]([NH:25][C:26](=[O:33])[CH2:27][O:28][CH2:29][C:30]([OH:32])=O)=[C:21]([C:34]([O:36]C)=[O:35])[CH:20]=1, predict the reaction product. The product is: [Cl:18][C:19]1[CH:24]=[CH:23][C:22]([NH:25][C:26](=[O:33])[CH2:27][O:28][CH2:29][C:30]([N:3]([CH2:1][CH3:2])[C:4]2[CH:5]=[C:6]([C:11]3[CH:16]=[CH:15][C:14]([F:17])=[CH:13][CH:12]=3)[CH:7]=[CH:8][C:9]=2[CH3:10])=[O:32])=[C:21]([CH:20]=1)[C:34]([OH:36])=[O:35]. (3) The product is: [CH3:12][C:3]1[S:22][C:21]([NH:20][C:16]2[CH:17]=[CH:18][CH:19]=[C:14]([CH3:13])[CH:15]=2)=[N:23][C:4]=1[C:6]1[CH:11]=[CH:10][N:9]=[CH:8][CH:7]=1. Given the reactants Br.Br[CH:3]([CH3:12])[C:4]([C:6]1[CH:11]=[CH:10][N:9]=[CH:8][CH:7]=1)=O.[CH3:13][C:14]1[CH:15]=[C:16]([NH:20][C:21]([NH2:23])=[S:22])[CH:17]=[CH:18][CH:19]=1.N, predict the reaction product. (4) Given the reactants [F:1][C:2]1[N:7]=[CH:6][C:5]([C:8]2[CH:9]=[C:10]([CH:12]=[CH:13][C:14]=2[O:15][C:16]2[CH:21]=[CH:20][CH:19]=[CH:18][CH:17]=2)[NH2:11])=[CH:4][C:3]=1[CH3:22].[C:23](OC(=O)C)(=[O:25])[CH3:24], predict the reaction product. The product is: [F:1][C:2]1[N:7]=[CH:6][C:5]([C:8]2[CH:9]=[C:10]([NH:11][C:23](=[O:25])[CH3:24])[CH:12]=[CH:13][C:14]=2[O:15][C:16]2[CH:21]=[CH:20][CH:19]=[CH:18][CH:17]=2)=[CH:4][C:3]=1[CH3:22]. (5) Given the reactants [CH2:1]([SH:13])[CH2:2][CH2:3][CH2:4][CH2:5][CH2:6][CH2:7][CH2:8][CH2:9][CH2:10][CH2:11][CH3:12].C[O-].[Na+:16], predict the reaction product. The product is: [CH2:1]([S-:13])[CH2:2][CH2:3][CH2:4][CH2:5][CH2:6][CH2:7][CH2:8][CH2:9][CH2:10][CH2:11][CH3:12].[Na+:16]. (6) Given the reactants [C:1]12([NH2:11])[CH2:10][CH:5]3[CH2:6][CH:7]([CH2:9][CH:3]([CH2:4]3)[CH2:2]1)[CH2:8]2.[Cl:12][C:13]1[CH:18]=[CH:17][C:16](/[CH:19]=[CH:20]/[CH:21]=O)=[CH:15][CH:14]=1, predict the reaction product. The product is: [Cl:12][C:13]1[CH:18]=[CH:17][C:16](/[CH:19]=[CH:20]/[CH2:21][NH:11][C:1]23[CH2:8][CH:7]4[CH2:6][CH:5]([CH2:4][CH:3]([CH2:9]4)[CH2:2]2)[CH2:10]3)=[CH:15][CH:14]=1. (7) Given the reactants [Br:1][C:2]1[CH:7]=[CH:6][C:5]([CH2:8][C:9]([OH:11])=O)=[C:4]([F:12])[CH:3]=1.[CH2:13]1[C:21]2[C:16](=[CH:17][CH:18]=[CH:19][CH:20]=2)[CH2:15][NH:14]1.CN(C(ON1N=NC2C=CC=NC1=2)=[N+](C)C)C.F[P-](F)(F)(F)(F)F.CCN(C(C)C)C(C)C, predict the reaction product. The product is: [Br:1][C:2]1[CH:7]=[CH:6][C:5]([CH2:8][C:9]([N:14]2[CH2:15][C:16]3[C:21](=[CH:20][CH:19]=[CH:18][CH:17]=3)[CH2:13]2)=[O:11])=[C:4]([F:12])[CH:3]=1. (8) Given the reactants Br[CH2:2][C:3]([C:5]1[C:6]([C:11]2[CH:16]=[CH:15][CH:14]=[CH:13][CH:12]=2)=[N:7][O:8][C:9]=1[CH3:10])=O.[NH2:17][C:18]1[CH:23]=[C:22]([CH3:24])[CH:21]=[CH:20][N:19]=1, predict the reaction product. The product is: [CH3:24][C:22]1[CH:21]=[CH:20][N:19]2[CH:2]=[C:3]([C:5]3[C:6]([C:11]4[CH:16]=[CH:15][CH:14]=[CH:13][CH:12]=4)=[N:7][O:8][C:9]=3[CH3:10])[N:17]=[C:18]2[CH:23]=1. (9) Given the reactants [NH2:1][C:2]1[O:3][C:4]2[C:9]([C:10](C)([C:14]3[CH:19]=[C:18]([O:20][CH3:21])[C:17]([O:22][CH3:23])=[C:16]([Br:24])[CH:15]=3)[C:11]=1[C:12]#[N:13])=[CH:8][CH:7]=[C:6]1[N:26](O)[CH:27]=[CH:28][C:5]=21.[OH:30][CH2:31]N1C2C(=C(O)C=CC=2)C=C1.BrC1C(OC)=C(OC)C=C(C=1)C=O.C(#N)CC#N.N1CCCCC1, predict the reaction product. The product is: [NH2:1][C:2]1[O:3][C:4]2[C:9]([CH:10]([C:14]3[CH:19]=[C:18]([O:20][CH3:21])[C:17]([O:22][CH3:23])=[C:16]([Br:24])[CH:15]=3)[C:11]=1[C:12]#[N:13])=[CH:8][CH:7]=[C:6]1[N:26]([CH2:31][OH:30])[CH:27]=[CH:28][C:5]=21.